Dataset: Full USPTO retrosynthesis dataset with 1.9M reactions from patents (1976-2016). Task: Predict the reactants needed to synthesize the given product. (1) The reactants are: C([O:3][C:4](=[O:24])[C@H:5]([OH:23])[CH2:6][C@H:7]([NH2:22])[CH2:8][C:9]1[CH:14]=[CH:13][C:12]([C:15]2[CH:20]=[CH:19][CH:18]=[C:17]([Cl:21])[CH:16]=2)=[CH:11][CH:10]=1)C.[O:25]=[C:26]([CH2:30][CH3:31])[C:27](O)=[O:28].CN(C(ON1N=NC2C=CC=NC1=2)=[N+](C)C)C.F[P-](F)(F)(F)(F)F.CCN(C(C)C)C(C)C.[Li+].[OH-]. Given the product [Cl:21][C:17]1[CH:16]=[C:15]([C:12]2[CH:11]=[CH:10][C:9]([CH2:8][C@@H:7]([NH:22][C:27](=[O:28])[C:26](=[O:25])[CH2:30][CH3:31])[CH2:6][C@@H:5]([OH:23])[C:4]([OH:3])=[O:24])=[CH:14][CH:13]=2)[CH:20]=[CH:19][CH:18]=1, predict the reactants needed to synthesize it. (2) Given the product [C:24]([C@@H:23]1[C@H:19]2[O:18][CH2:17][C@H:16]([NH:15][C:2]([NH:1][C:4]3[CH:9]=[CH:8][C:7]([O:10][C:11]([F:12])([F:13])[F:14])=[CH:6][CH:5]=3)=[O:3])[C@H:20]2[O:21][CH2:22]1)#[N:25], predict the reactants needed to synthesize it. The reactants are: [N:1]([C:4]1[CH:9]=[CH:8][C:7]([O:10][C:11]([F:14])([F:13])[F:12])=[CH:6][CH:5]=1)=[C:2]=[O:3].[NH2:15][C@@H:16]1[C@H:20]2[O:21][CH2:22][C@H:23]([C:24]#[N:25])[C@H:19]2[O:18][CH2:17]1. (3) Given the product [Cl:17][C:18]1[C:19]2[C:20](=[N:25][N:26]([CH2:2][C:3]3[CH:8]=[CH:7][C:6]([CH2:9][N:10]4[CH:15]=[CH:14][CH:13]=[CH:12][C:11]4=[O:16])=[CH:5][CH:4]=3)[CH:27]=2)[N:21]=[C:22]([Cl:24])[N:23]=1, predict the reactants needed to synthesize it. The reactants are: O[CH2:2][C:3]1[CH:8]=[CH:7][C:6]([CH2:9][N:10]2[CH:15]=[CH:14][CH:13]=[CH:12][C:11]2=[O:16])=[CH:5][CH:4]=1.[Cl:17][C:18]1[N:23]=[C:22]([Cl:24])[N:21]=[C:20]2[NH:25][N:26]=[CH:27][C:19]=12.C1(P(C2C=CC=CC=2)C2C=CC=CC=2)C=CC=CC=1.N(/C(OC(C)C)=O)=N\C(OC(C)C)=O. (4) Given the product [CH3:1][O:2][C:3]([C:5]1[N:6]=[C:7]([NH:10][C:11](=[O:47])[C@@H:12]([NH:21][C:22](=[O:46])[C@@H:23]([C:24]2[CH:29]=[CH:28][C:27]([NH2:30])=[CH:26][CH:25]=2)[NH:38][C:39]([O:41][C:42]([CH3:44])([CH3:45])[CH3:43])=[O:40])[C@H:13]([C:15]2[CH:16]=[CH:17][CH:18]=[CH:19][CH:20]=2)[CH3:14])[S:8][CH:9]=1)=[O:4], predict the reactants needed to synthesize it. The reactants are: [CH3:1][O:2][C:3]([C:5]1[N:6]=[C:7]([NH:10][C:11](=[O:47])[C@@H:12]([NH:21][C:22](=[O:46])[C@H:23]([NH:38][C:39]([O:41][C:42]([CH3:45])([CH3:44])[CH3:43])=[O:40])[C:24]2[CH:29]=[CH:28][C:27]([NH:30]C(OC(C)(C)C)=O)=[CH:26][CH:25]=2)[C@H:13]([C:15]2[CH:20]=[CH:19][CH:18]=[CH:17][CH:16]=2)[CH3:14])[S:8][CH:9]=1)=[O:4].C(OC(OC(OC(C)(C)C)=O)=O)(C)(C)C. (5) Given the product [C:22]([NH:9][C:10]1[C:19]([CH3:20])=[CH:18][C:13]([C:14]([O:16][CH3:17])=[O:15])=[C:12]([CH3:21])[CH:11]=1)(=[O:24])[CH3:23], predict the reactants needed to synthesize it. The reactants are: C(N(CC)CC)C.Cl.[NH2:9][C:10]1[C:19]([CH3:20])=[CH:18][C:13]([C:14]([O:16][CH3:17])=[O:15])=[C:12]([CH3:21])[CH:11]=1.[C:22](Cl)(=[O:24])[CH3:23].C(=O)([O-])O.[Na+]. (6) Given the product [Cl:15][C:16]1[CH:23]=[CH:22][C:19]([CH:20]=[CH:7][C:2]2[CH:3]=[CH:4][CH:5]=[CH:6][N+:1]=2[O-:8])=[CH:18][CH:17]=1, predict the reactants needed to synthesize it. The reactants are: [N+:1]1([O-:8])[C:2]([CH3:7])=[CH:3][CH:4]=[CH:5][CH:6]=1.C([O-])(C)(C)C.[K+].[Cl:15][C:16]1[CH:23]=[CH:22][C:19]([CH:20]=O)=[CH:18][CH:17]=1. (7) Given the product [Br:1][C:2]1[CH:22]=[CH:21][CH:20]=[CH:19][C:3]=1[C:4]1[C:13]2[CH:14]=[CH:15][CH:16]=[CH:17][C:12]=2[C:11]2[NH:10][N:9]=[C:8]([CH3:18])[C:7]=2[N:6]=1, predict the reactants needed to synthesize it. The reactants are: [Br:1][C:2]1[CH:22]=[CH:21][CH:20]=[CH:19][C:3]=1[C:4]([NH:6][C:7]1[C:8]([CH3:18])=[N:9][NH:10][C:11]=1[C:12]1[CH:17]=[CH:16][CH:15]=[CH:14][CH:13]=1)=O.P(Cl)(Cl)(Cl)=O.